This data is from Catalyst prediction with 721,799 reactions and 888 catalyst types from USPTO. The task is: Predict which catalyst facilitates the given reaction. (1) Reactant: [F:1][C:2]1[CH:15]=[CH:14][C:5]([O:6][CH2:7][C:8]([O:10]C(C)C)=[O:9])=[C:4]([CH3:16])[C:3]=1[NH:17][CH2:18][C:19]1[CH:24]=[C:23]([C:25]2[CH:30]=[CH:29][CH:28]=[C:27]([F:31])[CH:26]=2)[CH:22]=[C:21]([CH3:32])[C:20]=1[CH3:33].[OH-].[Na+]. Product: [F:1][C:2]1[CH:15]=[CH:14][C:5]([O:6][CH2:7][C:8]([OH:10])=[O:9])=[C:4]([CH3:16])[C:3]=1[NH:17][CH2:18][C:19]1[CH:24]=[C:23]([C:25]2[CH:30]=[CH:29][CH:28]=[C:27]([F:31])[CH:26]=2)[CH:22]=[C:21]([CH3:32])[C:20]=1[CH3:33]. The catalyst class is: 36. (2) Reactant: S(=O)(=O)(O)O.C[O:7][CH:8]=[CH:9][C:10]([CH3:15])([CH3:14])[CH2:11][CH:12]=[CH2:13].C(=O)(O)[O-].[Na+]. Product: [CH3:14][C:10]([CH3:15])([CH2:11][CH:12]=[CH2:13])[CH2:9][CH:8]=[O:7]. The catalyst class is: 7.